This data is from Full USPTO retrosynthesis dataset with 1.9M reactions from patents (1976-2016). The task is: Predict the reactants needed to synthesize the given product. (1) The reactants are: FC(F)(F)C(O)=O.[Cl:8][C:9]1[CH:14]=[CH:13][C:12](/[CH:15]=[CH:16]/[CH2:17][N:18]2[CH2:23][CH2:22][C:21](=[CH:24]OC)[CH2:20][CH2:19]2)=[CH:11][CH:10]=1.Cl.[C:28]1([CH3:36])[CH:33]=[CH:32][C:31]([NH:34]N)=[CH:30][CH:29]=1.C([SiH](CC)CC)C. Given the product [CH3:36][C:28]1[CH:33]=[C:32]2[C:21]3([CH2:22][CH2:23][N:18]([CH2:17]/[CH:16]=[CH:15]/[C:12]4[CH:13]=[CH:14][C:9]([Cl:8])=[CH:10][CH:11]=4)[CH2:19][CH2:20]3)[CH2:24][NH:34][C:31]2=[CH:30][CH:29]=1, predict the reactants needed to synthesize it. (2) Given the product [CH3:3][CH:2]([CH2:4][CH:5]([N:17]([CH3:18])[CH3:19])[C:6]1([C:10]2[CH:11]=[CH:12][C:13]([Cl:16])=[CH:14][CH:15]=2)[CH2:7][CH2:8][CH2:9]1)[CH3:1].[C:20]([O-:26])(=[O:25])[CH2:21][C:22]([O-:24])=[O:23], predict the reactants needed to synthesize it. The reactants are: [CH3:1][CH:2]([CH2:4][CH:5]([N:17]([CH3:19])[CH3:18])[C:6]1([C:10]2[CH:11]=[CH:12][C:13]([Cl:16])=[CH:14][CH:15]=2)[CH2:9][CH2:8][CH2:7]1)[CH3:3].[C:20]([OH:26])(=[O:25])[CH2:21][C:22]([OH:24])=[O:23]. (3) Given the product [NH:1]([C:2]1[CH:3]=[C:4]2[C:8](=[CH:9][CH:10]=1)[NH:7][CH:6]=[C:5]2[CH2:11][CH2:12][NH:13][C:14](=[O:16])[CH3:15])[C:18]([NH2:19])=[O:17], predict the reactants needed to synthesize it. The reactants are: [NH2:1][C:2]1[CH:3]=[C:4]2[C:8](=[CH:9][CH:10]=1)[NH:7][CH:6]=[C:5]2[CH2:11][CH2:12][NH:13][C:14](=[O:16])[CH3:15].[O-:17][C:18]#[N:19].[Na+]. (4) Given the product [Cl:26][C:27]1[CH:28]=[CH:29][C:30]([CH:33]2[N:37]([C:38]([N:40]3[CH2:41][CH2:42][NH:43][C:44](=[O:19])[CH2:45]3)=[O:39])[C:36]([C:47]3[CH:52]=[CH:51][C:50]([O:53][CH3:54])=[CH:49][C:48]=3[O:55][CH2:56][CH3:57])=[N:35][CH:34]2[CH2:58][CH3:59])=[CH:31][CH:32]=1, predict the reactants needed to synthesize it. The reactants are: ClC1C=CC(C2NC(C3C=CC([O:19]C)=CC=3OCC)=NC2CC)=CC=1.[Cl:26][C:27]1[CH:32]=[CH:31][C:30]([CH:33]2[N:37]([C:38]([N:40]3[CH2:45][CH2:44][N:43](C)[CH2:42][CH2:41]3)=[O:39])[C:36]([C:47]3[CH:52]=[CH:51][C:50]([O:53][CH3:54])=[CH:49][C:48]=3[O:55][CH2:56][CH3:57])=[N:35][CH:34]2[CH2:58][CH:59]2CCCC2)=[CH:29][CH:28]=1. (5) Given the product [C:1]([C:5]1[CH:10]=[C:9]([C:11]([CH3:14])([CH3:13])[CH3:12])[CH:8]=[C:7]([CH:15]=[N:29][C:28]2[C:27]([Cl:26])=[CH:33][CH:32]=[CH:31][C:30]=2[Cl:34])[C:6]=1[OH:25])([CH3:4])([CH3:3])[CH3:2], predict the reactants needed to synthesize it. The reactants are: [C:1]([C:5]1[CH:10]=[C:9]([C:11]([CH3:14])([CH3:13])[CH3:12])[CH:8]=[C:7]([CH:15]=NC2C(Br)=CC=CC=2Br)[C:6]=1[OH:25])([CH3:4])([CH3:3])[CH3:2].[Cl:26][C:27]1[CH:33]=[CH:32][CH:31]=[C:30]([Cl:34])[C:28]=1[NH2:29].C(C1C(O)=C(C=C(C(C)(C)C)C=1)C=O)(C)(C)C. (6) The reactants are: [NH2:1][C:2]1[N:7]=[CH:6][N:5]=[C:4]([N:8]2[C:12]3[CH:13]=[C:14]([C:17]#[C:18][C:19]4([OH:26])[CH2:24][CH:23]5C[CH:20]4C[CH2:22]5)[CH:15]=[CH:16][C:11]=3[N:10]=[C:9]2[CH3:27])[N:3]=1.C(C1(O)CCC[O:32]C1)#C. Given the product [NH2:1][C:2]1[N:7]=[CH:6][N:5]=[C:4]([N:8]2[C:12]3[CH:13]=[C:14]([C:17]#[C:18][C:19]4([OH:26])[CH2:24][CH2:23][CH2:22][O:32][CH2:20]4)[CH:15]=[CH:16][C:11]=3[N:10]=[C:9]2[CH3:27])[N:3]=1, predict the reactants needed to synthesize it.